Dataset: Catalyst prediction with 721,799 reactions and 888 catalyst types from USPTO. Task: Predict which catalyst facilitates the given reaction. Reactant: C(OC(=O)[NH:10][C@H:11]1[C:20]2[C:15](=[CH:16][CH:17]=[CH:18][CH:19]=2)[N:14]([C:21](=[O:30])[C:22]2[CH:27]=[CH:26][C:25]([O:28][CH3:29])=[CH:24][CH:23]=2)[C@@H:13]([CH3:31])[CH2:12]1)C1C=CC=CC=1. Product: [NH2:10][C@H:11]1[C:20]2[C:15](=[CH:16][CH:17]=[CH:18][CH:19]=2)[N:14]([C:21]([C:22]2[CH:23]=[CH:24][C:25]([O:28][CH3:29])=[CH:26][CH:27]=2)=[O:30])[C@@H:13]([CH3:31])[CH2:12]1. The catalyst class is: 29.